From a dataset of Peptide-MHC class I binding affinity with 185,985 pairs from IEDB/IMGT. Regression. Given a peptide amino acid sequence and an MHC pseudo amino acid sequence, predict their binding affinity value. This is MHC class I binding data. The peptide sequence is FYHISTGGYG. The MHC is Mamu-B17 with pseudo-sequence Mamu-B17. The binding affinity (normalized) is 0.292.